Dataset: Catalyst prediction with 721,799 reactions and 888 catalyst types from USPTO. Task: Predict which catalyst facilitates the given reaction. (1) Reactant: [CH3:1][NH:2][CH2:3][CH:4]([CH3:6])[CH3:5].[C:7]([N:15]=[C:16]=[S:17])(=[O:14])[C:8]1[CH:13]=[CH:12][CH:11]=[CH:10][CH:9]=1. The catalyst class is: 22. Product: [C:7]([NH:15][C:16]([N:2]([CH3:1])[CH2:3][CH:4]([CH3:6])[CH3:5])=[S:17])(=[O:14])[C:8]1[CH:13]=[CH:12][CH:11]=[CH:10][CH:9]=1. (2) Reactant: [H-].[Na+].[Cl:3][C:4]1[CH:9]=[CH:8][CH:7]=[C:6]([Cl:10])[C:5]=1[N:11]1[C:15]([OH:16])=[CH:14][C:13]([C:17]([F:20])([F:19])[F:18])=[N:12]1.[Br:21][C:22]1[CH:29]=[CH:28][C:25]([CH2:26]Br)=[CH:24][CH:23]=1. Product: [Br:21][C:22]1[CH:29]=[CH:28][C:25]([CH2:26][O:16][C:15]2[N:11]([C:5]3[C:6]([Cl:10])=[CH:7][CH:8]=[CH:9][C:4]=3[Cl:3])[N:12]=[C:13]([C:17]([F:19])([F:20])[F:18])[CH:14]=2)=[CH:24][CH:23]=1. The catalyst class is: 3. (3) Reactant: [CH2:1]([N:8]1[C:16]2[CH:15]=[CH:14][CH:13]=[C:12]([OH:17])[C:11]=2[CH:10]=[C:9]1[CH3:18])[C:2]1[CH:7]=[CH:6][CH:5]=[CH:4][CH:3]=1.[H-].[Na+].[CH2:21]([O:23][C:24](=[O:30])[CH:25](Br)[CH:26]([CH3:28])[CH3:27])[CH3:22]. Product: [CH2:21]([O:23][C:24](=[O:30])[CH:25]([O:17][C:12]1[CH:13]=[CH:14][CH:15]=[C:16]2[C:11]=1[CH:10]=[C:9]([CH3:18])[N:8]2[CH2:1][C:2]1[CH:3]=[CH:4][CH:5]=[CH:6][CH:7]=1)[CH:26]([CH3:28])[CH3:27])[CH3:22]. The catalyst class is: 42.